This data is from HIV replication inhibition screening data with 41,000+ compounds from the AIDS Antiviral Screen. The task is: Binary Classification. Given a drug SMILES string, predict its activity (active/inactive) in a high-throughput screening assay against a specified biological target. (1) The drug is CC(=O)Nc1ccc(C2=NC(=Cc3ccc(Cl)c(Cl)c3)C(=O)O2)cc1. The result is 0 (inactive). (2) The compound is CCCCCCCCCCOCCC(=O)O. The result is 0 (inactive). (3) The drug is Cc1ccc([N+](=O)[O-])cc1NC(=O)C(=O)Cc1occc(=O)c1O. The result is 0 (inactive). (4) The compound is O=C1N=C2SC=C(NC(=S)Nc3ccccc3)N2NC12c1ccccc1-c1ccccc12. The result is 0 (inactive). (5) The compound is Oc1nc2ccccc2nc1C=Cn1c(=S)[nH]c2ccccc21. The result is 0 (inactive). (6) The drug is CC(=O)Oc1cc(S(=O)(=O)Nc2nc(Nc3ccc(C)cc3)n[nH]2)c(S)cc1Cl. The result is 1 (active). (7) The molecule is C[N+]1(CC(=O)c2ccc(O)c(O)c2)CCOCC1. The result is 1 (active). (8) The compound is CN1C(=O)CC2(C)C1=CCc1scnc12. The result is 0 (inactive).